This data is from Catalyst prediction with 721,799 reactions and 888 catalyst types from USPTO. The task is: Predict which catalyst facilitates the given reaction. (1) Reactant: Br[C:2]1[CH:10]=[C:9]([Cl:11])[C:8]2[N:7]([CH:12]([CH3:14])[CH3:13])[CH2:6][C@@H:5]3[CH2:15][N:16]([C:19]([O:21][C:22]([CH3:25])([CH3:24])[CH3:23])=[O:20])[CH2:17][CH2:18][C:3]=1[C:4]=23.C1COCC1.C([Li])(C)(C)C.CCCCCC. Product: [Cl:11][C:9]1[C:8]2[N:7]([CH:12]([CH3:14])[CH3:13])[CH2:6][C@@H:5]3[CH2:15][N:16]([C:19]([O:21][C:22]([CH3:24])([CH3:23])[CH3:25])=[O:20])[CH2:17][CH2:18][C:3]([C:4]=23)=[CH:2][CH:10]=1. The catalyst class is: 6. (2) Reactant: Br[C:2]1[CH:3]=[CH:4][C:5]2[S:12](=[O:14])(=[O:13])[NH:11][C:8]3([CH2:10][CH2:9]3)[C:6]=2[CH:7]=1.[F:15][C:16]1[CH:24]=[C:23]2[C:19]([C:20](B3OC(C)(C)C(C)(C)O3)=[CH:21][N:22]2[C:25]([O:27][C:28]([CH3:31])([CH3:30])[CH3:29])=[O:26])=[CH:18][CH:17]=1.[O-]P([O-])([O-])=O.[K+].[K+].[K+]. Product: [O:13]=[S:12]1(=[O:14])[C:5]2[CH:4]=[CH:3][C:2]([C:20]3[C:19]4[C:23](=[CH:24][C:16]([F:15])=[CH:17][CH:18]=4)[N:22]([C:25]([O:27][C:28]([CH3:31])([CH3:30])[CH3:29])=[O:26])[CH:21]=3)=[CH:7][C:6]=2[C:8]2([CH2:10][CH2:9]2)[NH:11]1. The catalyst class is: 38. (3) Reactant: [CH:1]1([CH2:4][O:5][C:6]2[CH:7]=[CH:8][C:9]3[C:13]([CH:14]=2)=[N:12][N:11]([C@H:15]2[CH2:20][CH2:19][C@H:18](/[CH:21]=[CH:22]/[C:23](=[O:25])[CH3:24])[CH2:17][CH2:16]2)[CH:10]=3)[CH2:3][CH2:2]1. Product: [CH:1]1([CH2:4][O:5][C:6]2[CH:7]=[CH:8][C:9]3[C:13]([CH:14]=2)=[N:12][N:11]([C@H:15]2[CH2:20][CH2:19][C@H:18]([CH2:21][CH2:22][C:23](=[O:25])[CH3:24])[CH2:17][CH2:16]2)[CH:10]=3)[CH2:3][CH2:2]1. The catalyst class is: 13. (4) Reactant: [OH:1][C:2]1[C:7]([CH3:8])=[CH:6][C:5]([C:9]2[O:10][C:11](=[O:23])[C:12]3[C:17]([CH:18]=2)=[CH:16][C:15]([O:19][CH3:20])=[CH:14][C:13]=3[O:21][CH3:22])=[CH:4][C:3]=1[CH3:24].[H-].[Na+].[Cl:27][CH2:28][CH2:29]I. Product: [Cl:27][CH2:28][CH2:29][O:1][C:2]1[C:7]([CH3:8])=[CH:6][C:5]([C:9]2[O:10][C:11](=[O:23])[C:12]3[C:17]([CH:18]=2)=[CH:16][C:15]([O:19][CH3:20])=[CH:14][C:13]=3[O:21][CH3:22])=[CH:4][C:3]=1[CH3:24]. The catalyst class is: 3. (5) Product: [OH:8][C:9]1[C:14](=[O:15])[N:13]2[CH2:16][CH2:17][CH2:18][CH2:19][C:12]2=[N:11][C:10]=1[C:20]([O:22][CH3:23])=[O:21]. Reactant: C([O:8][C:9]1[C:14](=[O:15])[N:13]2[CH2:16][CH2:17][CH2:18][CH2:19][C:12]2=[N:11][C:10]=1[C:20]([O:22][CH3:23])=[O:21])C1C=CC=CC=1. The catalyst class is: 19. (6) Reactant: [CH3:1][O:2][C:3]([C:5]1[CH:6]=[C:7]2[C:11](=[CH:12][CH:13]=1)[NH:10][N:9]=[C:8]2[CH:14]=[CH2:15])=[O:4]. Product: [CH3:1][O:2][C:3]([C:5]1[CH:6]=[C:7]2[C:11](=[CH:12][CH:13]=1)[NH:10][N:9]=[C:8]2[CH2:14][CH3:15])=[O:4]. The catalyst class is: 29. (7) The catalyst class is: 9. Reactant: [F:1][C:2]1([F:48])[CH2:7][CH2:6][CH:5]([C:8]2[C:17]3[CH:16]([O:18][CH2:19][C:20]4[CH:25]=[CH:24][C:23]([O:26][CH3:27])=[CH:22][CH:21]=4)[CH2:15][C:14]([CH3:29])([CH3:28])[CH2:13][C:12]=3[N:11]=[C:10]([CH:30]3[CH2:35][CH2:34][NH:33][CH2:32][CH2:31]3)[C:9]=2[CH:36]([F:47])[C:37]2[CH:42]=[CH:41][C:40]([C:43]([F:46])([F:45])[F:44])=[CH:39][CH:38]=2)[CH2:4][CH2:3]1.[Br:49][C:50]1[CH:51]=[N:52][C:53](Cl)=[N:54][CH:55]=1.C1CCN2C(=NCCC2)CC1.O. Product: [Br:49][C:50]1[CH:51]=[N:52][C:53]([N:33]2[CH2:34][CH2:35][CH:30]([C:10]3[C:9]([CH:36]([F:47])[C:37]4[CH:38]=[CH:39][C:40]([C:43]([F:45])([F:46])[F:44])=[CH:41][CH:42]=4)=[C:8]([CH:5]4[CH2:6][CH2:7][C:2]([F:1])([F:48])[CH2:3][CH2:4]4)[C:17]4[CH:16]([O:18][CH2:19][C:20]5[CH:21]=[CH:22][C:23]([O:26][CH3:27])=[CH:24][CH:25]=5)[CH2:15][C:14]([CH3:28])([CH3:29])[CH2:13][C:12]=4[N:11]=3)[CH2:31][CH2:32]2)=[N:54][CH:55]=1.